This data is from Forward reaction prediction with 1.9M reactions from USPTO patents (1976-2016). The task is: Predict the product of the given reaction. (1) Given the reactants [Cl:1][C:2]1[CH:7]=[CH:6][C:5]([C:8]2[CH:13]=[CH:12][CH:11]=[CH:10][C:9]=2[CH2:14][C:15]2(O)[CH2:20][CH2:19][N:18]([C:21]([O:23][C:24]([CH3:27])([CH3:26])[CH3:25])=[O:22])[CH2:17][CH2:16]2)=[CH:4][CH:3]=1.C(N(S(F)(F)[F:35])CC)C, predict the reaction product. The product is: [Cl:1][C:2]1[CH:7]=[CH:6][C:5]([C:8]2[CH:13]=[CH:12][CH:11]=[CH:10][C:9]=2[CH2:14][C:15]2([F:35])[CH2:20][CH2:19][N:18]([C:21]([O:23][C:24]([CH3:27])([CH3:26])[CH3:25])=[O:22])[CH2:17][CH2:16]2)=[CH:4][CH:3]=1. (2) Given the reactants O.[NH2:2][NH2:3].[C:4]([CH2:6][C:7]([CH:9]1[CH2:14][CH2:13][N:12]([C:15]([O-:17])=[O:16])[CH2:11][CH2:10]1)=O)#[N:5], predict the reaction product. The product is: [NH2:5][C:4]1[NH:3][N:2]=[C:7]([CH:9]2[CH2:14][CH2:13][N:12]([C:15]([O:17][C:9]([CH3:14])([CH3:10])[CH3:7])=[O:16])[CH2:11][CH2:10]2)[CH:6]=1.